Predict the reactants needed to synthesize the given product. From a dataset of Full USPTO retrosynthesis dataset with 1.9M reactions from patents (1976-2016). (1) Given the product [CH3:17][N:13]([CH:10]1[CH2:11][CH2:12][N:8]([C:5]2[CH:4]=[CH:3][C:2]([NH:1][C:18]([NH:25][C:29]3[CH:28]=[CH:42][C:37]([O:36][C:32]4[CH:31]=[N:30][CH:35]=[CH:34][CH:33]=4)=[CH:38][CH:39]=3)=[O:19])=[CH:7][CH:6]=2)[CH2:9]1)[C:14](=[O:16])[CH3:15], predict the reactants needed to synthesize it. The reactants are: [NH2:1][C:2]1[CH:7]=[CH:6][C:5]([N:8]2[CH2:12][CH2:11][CH:10]([N:13]([CH3:17])[C:14](=[O:16])[CH3:15])[CH2:9]2)=[CH:4][CH:3]=1.[C:18]([N:25]1[CH:29]=[CH:28]N=C1)(N1C=CN=C1)=[O:19].[N:30]1[CH:35]=[CH:34][CH:33]=[C:32]([O:36][C:37]2[CH:42]=CC(N)=[CH:39][CH:38]=2)[CH:31]=1. (2) Given the product [NH2:33][C:32]1[S:31][C:3]2[CH:4]=[C:5]([O:6][C:7]3[CH:8]=[C:9]([NH:15][C:16](=[O:28])[C:17]4[CH:22]=[CH:21][CH:20]=[C:19]([C:23]([C:26]#[N:27])([CH3:25])[CH3:24])[CH:18]=4)[CH:10]=[CH:11][C:12]=3[O:13][CH3:14])[CH:29]=[CH:30][C:2]=2[N:1]=1, predict the reactants needed to synthesize it. The reactants are: [NH2:1][C:2]1[CH:30]=[CH:29][C:5]([O:6][C:7]2[CH:8]=[C:9]([NH:15][C:16](=[O:28])[C:17]3[CH:22]=[CH:21][CH:20]=[C:19]([C:23]([C:26]#[N:27])([CH3:25])[CH3:24])[CH:18]=3)[CH:10]=[CH:11][C:12]=2[O:13][CH3:14])=[CH:4][CH:3]=1.[S-:31][C:32]#[N:33].[K+].BrBr. (3) Given the product [CH3:10][N:11]1[CH2:16][CH2:15][CH:14]([O:1][C:2]2[CH:3]=[C:4]([CH:7]=[CH:8][CH:9]=2)[C:5]#[N:6])[CH2:13][CH2:12]1, predict the reactants needed to synthesize it. The reactants are: [OH:1][C:2]1[CH:3]=[C:4]([CH:7]=[CH:8][CH:9]=1)[C:5]#[N:6].[CH3:10][N:11]1[CH2:16][CH2:15][CH:14](O)[CH2:13][CH2:12]1.C1(P(C2C=CC=CC=2)C2C=CC=CC=2)C=CC=CC=1.N(C(OC(C)C)=O)=NC(OC(C)C)=O. (4) Given the product [CH3:24][N:25]1[C:26](=[O:51])[C:27]([NH:40][C:41]2[CH:50]=[C:44]3[CH2:45][N:46]([CH3:49])[CH2:47][CH2:48][N:43]3[N:42]=2)=[CH:28][C:29]([C:2]2[CH:7]=[CH:6][N:5]=[C:4]([N:8]3[C:20](=[O:21])[C:19]4[S:18][C:17]5[CH2:16][CH2:15][CH2:14][CH2:13][C:12]=5[C:11]=4[CH:10]=[N:9]3)[C:3]=2[CH:22]=[O:23])=[CH:30]1, predict the reactants needed to synthesize it. The reactants are: Cl[C:2]1[CH:7]=[CH:6][N:5]=[C:4]([N:8]2[C:20](=[O:21])[C:19]3[S:18][C:17]4[CH2:16][CH2:15][CH2:14][CH2:13][C:12]=4[C:11]=3[CH:10]=[N:9]2)[C:3]=1[CH:22]=[O:23].[CH3:24][N:25]1[CH:30]=[C:29](B2OC(C)(C)C(C)(C)O2)[CH:28]=[C:27]([NH:40][C:41]2[CH:50]=[C:44]3[CH2:45][N:46]([CH3:49])[CH2:47][CH2:48][N:43]3[N:42]=2)[C:26]1=[O:51].[O-]P([O-])([O-])=O.[K+].[K+].[K+].O.O.O.C([O-])(=O)C.[Na+]. (5) Given the product [C:52]([C:37]1[C:38](=[O:51])[N:39]([CH2:41][CH2:42][CH2:43][C:44]2[CH:49]=[CH:48][C:47]([F:50])=[CH:46][CH:45]=2)[N:40]=[C:35]([C:29]2[CH:30]=[CH:31][C:32]([O:33][CH3:34])=[C:27]([F:26])[CH:28]=2)[CH:36]=1)([OH:54])=[O:53], predict the reactants needed to synthesize it. The reactants are: FC1C=C(F)C=CC=1C1C=C(COS(C)(=O)=O)C(=O)N(CC(C)C)N=1.[F:26][C:27]1[CH:28]=[C:29]([C:35]2[CH:36]=[C:37]([C:52]([O:54]C)=[O:53])[C:38](=[O:51])[N:39]([CH2:41][CH2:42][CH2:43][C:44]3[CH:49]=[CH:48][C:47]([F:50])=[CH:46][CH:45]=3)[N:40]=2)[CH:30]=[CH:31][C:32]=1[O:33][CH3:34]. (6) Given the product [F:28][C:29]([F:34])([F:33])[C:30]([OH:32])=[O:31].[C:1]([O:4][CH2:5][CH2:6][O:7][C:8]1[CH:13]=[CH:12][C:11]([NH:14][C:15](=[O:25])[CH2:16][NH2:17])=[C:10]([O:26][CH3:27])[CH:9]=1)(=[O:3])[CH3:2], predict the reactants needed to synthesize it. The reactants are: [C:1]([O:4][CH2:5][CH2:6][O:7][C:8]1[CH:13]=[CH:12][C:11]([NH:14][C:15](=[O:25])[CH2:16][NH:17]C(OC(C)(C)C)=O)=[C:10]([O:26][CH3:27])[CH:9]=1)(=[O:3])[CH3:2].[F:28][C:29]([F:34])([F:33])[C:30]([OH:32])=[O:31]. (7) The reactants are: C[O:2][C:3](=[O:39])[CH2:4][CH2:5][C:6]1[CH:11]=[CH:10][C:9]([O:12][CH2:13][CH2:14][CH:15]([O:18][C:19]2[CH:24]=[CH:23][C:22]([O:25][C:26]([F:29])([F:28])[F:27])=[CH:21][C:20]=2[C:30](=[O:37])[C:31]2[CH:36]=[CH:35][CH:34]=[CH:33][CH:32]=2)[CH2:16][CH3:17])=[CH:8][C:7]=1[CH3:38].[OH-].[Na+]. Given the product [C:30]([C:20]1[CH:21]=[C:22]([O:25][C:26]([F:27])([F:29])[F:28])[CH:23]=[CH:24][C:19]=1[O:18][CH:15]([CH2:16][CH3:17])[CH2:14][CH2:13][O:12][C:9]1[CH:10]=[CH:11][C:6]([CH2:5][CH2:4][C:3]([OH:39])=[O:2])=[C:7]([CH3:38])[CH:8]=1)(=[O:37])[C:31]1[CH:36]=[CH:35][CH:34]=[CH:33][CH:32]=1, predict the reactants needed to synthesize it.